This data is from Reaction yield outcomes from USPTO patents with 853,638 reactions. The task is: Predict the reaction yield, written as a fraction of the theoretical maximum amount of product (1.0 means a 100% yield; for example, 0.34 means a 34% yield). The reactants are Br[C:2]1[CH:7]=[CH:6][C:5]([C:8]2[CH:13]=[CH:12][CH:11]=[CH:10][CH:9]=2)=[CH:4][CH:3]=1.[CH:14]1[C:26]2[NH:25][C:24]3[C:19](=[CH:20][CH:21]=[CH:22][CH:23]=3)[C:18]=2[CH:17]=[CH:16][CH:15]=1.CC(C)([O-])C.[Na+].C1(C)C(C)=CC=CC=1. The product is [C:5]1([C:8]2[CH:13]=[CH:12][CH:11]=[CH:10][CH:9]=2)[CH:6]=[CH:7][C:2]([N:25]2[C:26]3[CH:14]=[CH:15][CH:16]=[CH:17][C:18]=3[C:19]3[C:24]2=[CH:23][CH:22]=[CH:21][CH:20]=3)=[CH:3][CH:4]=1. The yield is 0.870. The catalyst is C([O-])(=O)C.[Pd+2].C([O-])(=O)C.[CH-]1C(P(C2C=CC=CC=2)C2C=CC=CC=2)=CC=C1.[CH-]1C(P(C2C=CC=CC=2)C2C=CC=CC=2)=CC=C1.[Fe+2].C1(C)C=CC=CC=1.